Dataset: Full USPTO retrosynthesis dataset with 1.9M reactions from patents (1976-2016). Task: Predict the reactants needed to synthesize the given product. (1) Given the product [NH2:17][C:15]1[CH:14]=[CH:13][CH:12]=[C:11]2[C:16]=1[C:7]([CH2:6][C:5]1[CH:21]=[CH:22][C:2]([F:1])=[C:3]([C:23]([N:25]3[CH2:30][CH2:29][CH:28]([O:31][CH3:32])[CH2:27][CH2:26]3)=[O:24])[CH:4]=1)=[N:8][NH:9][C:10]2=[O:20], predict the reactants needed to synthesize it. The reactants are: [F:1][C:2]1[CH:22]=[CH:21][C:5]([CH2:6][C:7]2[C:16]3[C:11](=[CH:12][CH:13]=[CH:14][C:15]=3[N+:17]([O-])=O)[C:10](=[O:20])[NH:9][N:8]=2)=[CH:4][C:3]=1[C:23]([N:25]1[CH2:30][CH2:29][CH:28]([O:31][CH3:32])[CH2:27][CH2:26]1)=[O:24]. (2) Given the product [F:17][C:16]([F:18])([C:2]1[C:7]([OH:8])=[C:6]([CH:9]([CH3:11])[CH3:10])[CH:5]=[CH:4][CH:3]=1)[C:12]([F:15])([F:14])[F:13], predict the reactants needed to synthesize it. The reactants are: Br[C:2]1[C:7]([OH:8])=[C:6]([CH:9]([CH3:11])[CH3:10])[CH:5]=[CH:4][CH:3]=1.[C:12]([C:16](C(O[Na])=O)([F:18])[F:17])([F:15])([F:14])[F:13]. (3) The reactants are: [C:1]([C:4]1[CH:21]=[C:20]([Cl:22])[CH:19]=[CH:18][C:5]=1[CH2:6][N:7]1[C:12]2[CH:13]=[CH:14][NH:15][C:11]=2[C:10](=[O:16])[NH:9][C:8]1=[S:17])(=O)[CH3:2].[CH3:23][NH2:24].[BH4-].[Na+].N. Given the product [Cl:22][C:20]1[CH:19]=[CH:18][C:5]([CH2:6][N:7]2[C:12]3[CH:13]=[CH:14][NH:15][C:11]=3[C:10](=[O:16])[NH:9][C:8]2=[S:17])=[C:4]([CH:1]([NH:24][CH3:23])[CH3:2])[CH:21]=1, predict the reactants needed to synthesize it. (4) Given the product [C:33]([O:1][CH2:2][CH2:3][N:4]1[CH2:5][CH2:6][N:7]([C:10](=[O:26])[CH2:11][CH2:12][NH:13][S:14]([C:17]2[CH:22]=[CH:21][CH:20]=[CH:19][C:18]=2[N+:23]([O-:25])=[O:24])(=[O:15])=[O:16])[CH2:8][CH2:9]1)(=[O:35])[CH3:34], predict the reactants needed to synthesize it. The reactants are: [OH:1][CH2:2][CH2:3][N:4]1[CH2:9][CH2:8][N:7]([C:10](=[O:26])[CH2:11][CH2:12][NH:13][S:14]([C:17]2[CH:22]=[CH:21][CH:20]=[CH:19][C:18]=2[N+:23]([O-:25])=[O:24])(=[O:16])=[O:15])[CH2:6][CH2:5]1.N1C=CC=CC=1.[C:33](OC(=O)C)(=[O:35])[CH3:34].O. (5) Given the product [N:15]1[C:13]2[C:22](=[CH:23][CH:7]=[CH:11][CH:12]=2)[N:21]=[CH:19][CH:16]=1.[CH3:1][C:2]([CH:4]=[O:5])=[O:3].[C:31]1([NH2:38])[CH:36]=[CH:35][CH:34]=[CH:33][C:32]=1[NH2:37], predict the reactants needed to synthesize it. The reactants are: [CH3:1][C:2]([CH:4]=[O:5])=[O:3].N[C@@H:7]([CH2:11][CH2:12][C:13]([NH:15][C@H:16]([C:19]([NH:21][CH2:22][C:23](O)=O)=O)CS)=O)C(O)=O.Cl([O-])(=O)(=O)=O.[C:31]1([NH2:38])[CH:36]=[CH:35][CH:34]=[CH:33][C:32]=1[NH2:37]. (6) Given the product [OH:3][C:2]([CH2:4][CH2:5][CH2:6][CH2:7][C@H:8]1[C@@H:16]2[C@@H:11]([NH:12][C:13]([NH:15]2)=[O:14])[CH2:10][S:9]1)=[O:1], predict the reactants needed to synthesize it. The reactants are: [OH:1][C:2]([CH2:4][CH2:5][CH2:6][CH2:7][C@H:8]1[C@@H:16]2[C@@H:11]([NH:12][C:13]([NH:15]2)=[O:14])[CH2:10][S:9]1)=[O:3].CCN(CCOC1C=CC(CC2C=CC=CC=2)=CC=1)CC.Cl.C(O)C(O)C.OCC(CO)O.